From a dataset of Full USPTO retrosynthesis dataset with 1.9M reactions from patents (1976-2016). Predict the reactants needed to synthesize the given product. (1) Given the product [CH3:14][N:15]([CH3:19])[CH2:16][CH2:17][NH:18][S:10]([C:6]1[CH:7]=[CH:8][CH:9]=[C:4]([N+:1]([O-:3])=[O:2])[CH:5]=1)(=[O:12])=[O:11], predict the reactants needed to synthesize it. The reactants are: [N+:1]([C:4]1[CH:5]=[C:6]([S:10](Cl)(=[O:12])=[O:11])[CH:7]=[CH:8][CH:9]=1)([O-:3])=[O:2].[CH3:14][N:15]([CH3:19])[CH2:16][CH2:17][NH2:18].[OH-].[Na+]. (2) Given the product [C:25]([C:20]1[CH:21]=[CH:22][CH:23]=[CH:24][C:19]=1[O:18][C:14]1[CH:13]=[N:12][N:11]([CH:4]([CH2:5][CH:6]2[CH2:7][CH2:8][CH2:9][CH2:10]2)[C:3]([OH:28])=[O:2])[C:16](=[O:17])[CH:15]=1)(=[O:27])[CH3:26], predict the reactants needed to synthesize it. The reactants are: C[O:2][C:3](=[O:28])[CH:4]([N:11]1[C:16](=[O:17])[CH:15]=[C:14]([O:18][C:19]2[CH:24]=[CH:23][CH:22]=[CH:21][C:20]=2[C:25](=[O:27])[CH3:26])[CH:13]=[N:12]1)[CH2:5][CH:6]1[CH2:10][CH2:9][CH2:8][CH2:7]1. (3) The reactants are: Br[CH2:2][C:3]([C:5]1[CH:12]=[CH:11][C:8]([C:9]#[N:10])=[CH:7][CH:6]=1)=O.[NH2:13][C:14]1[S:15][CH2:16][CH2:17][N:18]=1.Cl.N. Given the product [S:15]1[CH2:16][CH2:17][N:18]2[C:3]([C:5]3[CH:12]=[CH:11][C:8]([C:9]#[N:10])=[CH:7][CH:6]=3)=[CH:2][N:13]=[C:14]12, predict the reactants needed to synthesize it. (4) The reactants are: [Br:1][C:2]1[C:3](Cl)=[N:4][C:5]([Cl:8])=[N:6][CH:7]=1.[H-].[Na+].[C:12]([O:16][C:17]([N:19]1[CH2:24][CH2:23][CH2:22][CH:21]([CH2:25][NH2:26])[CH2:20]1)=[O:18])([CH3:15])([CH3:14])[CH3:13]. Given the product [C:12]([O:16][C:17]([N:19]1[CH2:24][CH2:23][CH2:22][CH:21]([CH2:25][NH:26][C:3]2[C:2]([Br:1])=[CH:7][N:6]=[C:5]([Cl:8])[N:4]=2)[CH2:20]1)=[O:18])([CH3:15])([CH3:14])[CH3:13], predict the reactants needed to synthesize it. (5) Given the product [Br:11][C:9]1[CH:8]=[N:7][C:6]2=[C:2]([NH:20][CH2:12][CH2:13][C:14]3[CH:19]=[CH:18][CH:17]=[CH:16][CH:15]=3)[S:3][N:4]=[C:5]2[CH:10]=1, predict the reactants needed to synthesize it. The reactants are: Br[C:2]1[S:3][N:4]=[C:5]2[CH:10]=[C:9]([Br:11])[CH:8]=[N:7][C:6]=12.[CH2:12]([NH2:20])[CH2:13][C:14]1[CH:19]=[CH:18][CH:17]=[CH:16][CH:15]=1. (6) Given the product [CH2:11]([NH:18][C:8]([C:4]1[S:3][C:2]([Br:1])=[N:6][C:5]=1[CH3:7])=[O:10])[C:12]1[CH:17]=[CH:16][CH:15]=[CH:14][CH:13]=1, predict the reactants needed to synthesize it. The reactants are: [Br:1][C:2]1[S:3][C:4]([C:8]([OH:10])=O)=[C:5]([CH3:7])[N:6]=1.[CH2:11]([NH2:18])[C:12]1[CH:17]=[CH:16][CH:15]=[CH:14][CH:13]=1.F[P-](F)(F)(F)(F)F.N1(O[P+](N(C)C)(N(C)C)N(C)C)C2C=CC=CC=2N=N1.C(N(CC)C(C)C)(C)C.